Dataset: Forward reaction prediction with 1.9M reactions from USPTO patents (1976-2016). Task: Predict the product of the given reaction. (1) Given the reactants [CH3:1][O:2][C:3]([CH:5]1[CH2:10][CH:9]([C:11]([O:13][CH3:14])=[O:12])[CH2:8][NH:7][CH2:6]1)=[O:4].[CH3:15][C:16]([O:19][C:20](O[C:20]([O:19][C:16]([CH3:18])([CH3:17])[CH3:15])=[O:21])=[O:21])([CH3:18])[CH3:17], predict the reaction product. The product is: [CH3:1][O:2][C:3]([CH:5]1[CH2:10][CH:9]([C:11]([O:13][CH3:14])=[O:12])[CH2:8][N:7]([C:20]([O:19][C:16]([CH3:18])([CH3:17])[CH3:15])=[O:21])[CH2:6]1)=[O:4]. (2) Given the reactants [CH3:1][N:2]([C:7](=[O:31])[C:8]1[CH:13]=[C:12]([Cl:14])[C:11]([O:15][C:16]2[CH:21]=[C:20]([CH:22]([CH3:24])[CH3:23])[C:19]([O:25][CH3:26])=[C:18]([N+:27]([O-])=O)[CH:17]=2)=[C:10]([Cl:30])[CH:9]=1)[CH2:3][C:4]([OH:6])=[O:5], predict the reaction product. The product is: [CH3:1][N:2]([C:7](=[O:31])[C:8]1[CH:13]=[C:12]([Cl:14])[C:11]([O:15][C:16]2[CH:21]=[C:20]([CH:22]([CH3:24])[CH3:23])[C:19]([O:25][CH3:26])=[C:18]([NH2:27])[CH:17]=2)=[C:10]([Cl:30])[CH:9]=1)[CH2:3][C:4]([OH:6])=[O:5]. (3) Given the reactants O.[OH-].[Li+].[OH:4][C:5]1[C:6]([C:40]([O:42]C)=[O:41])=[N:7][C:8]([C:11]2[CH:16]=[CH:15][C:14]([O:17][CH3:18])=[C:13]([CH:19]3[C:32]4[C:31](=[O:33])[CH2:30][C:29]([CH3:35])([CH3:34])[CH2:28][C:27]=4[O:26][C:25]4[CH2:24][C:23]([CH3:37])([CH3:36])[CH2:22][C:21](=[O:38])[C:20]3=4)[C:12]=2[CH3:39])=[CH:9][CH:10]=1, predict the reaction product. The product is: [OH:4][C:5]1[C:6]([C:40]([OH:42])=[O:41])=[N:7][C:8]([C:11]2[CH:16]=[CH:15][C:14]([O:17][CH3:18])=[C:13]([CH:19]3[C:20]4[C:21](=[O:38])[CH2:22][C:23]([CH3:36])([CH3:37])[CH2:24][C:25]=4[O:26][C:27]4[CH2:28][C:29]([CH3:35])([CH3:34])[CH2:30][C:31](=[O:33])[C:32]3=4)[C:12]=2[CH3:39])=[CH:9][CH:10]=1. (4) Given the reactants [I-].[K+].[F:3][C:4]1[C:9]([N+:10]([O-:12])=[O:11])=[CH:8][C:7]([S:13](Cl)(=O)=O)=[C:6]([CH3:17])[CH:5]=1.[OH2:18].[PH2]([O-])=O.[Na+], predict the reaction product. The product is: [S:13]([C:7]1[CH:8]=[C:9]([N+:10]([O-:11])=[O:18])[C:4]([F:3])=[CH:5][C:6]=1[CH3:17])[S:13][C:7]1[CH:8]=[C:9]([N+:10]([O-:12])=[O:11])[C:4]([F:3])=[CH:5][C:6]=1[CH3:17].